Dataset: Catalyst prediction with 721,799 reactions and 888 catalyst types from USPTO. Task: Predict which catalyst facilitates the given reaction. (1) Reactant: [CH3:1][N:2]1[CH2:7][CH2:6][NH:5][CH2:4][CH2:3]1.CS([C:12]1[N:17]=[C:16]([Sn:18]([CH2:27][CH2:28][CH2:29][CH3:30])([CH2:23][CH2:24][CH2:25][CH3:26])[CH2:19][CH2:20][CH2:21][CH3:22])[CH:15]=[CH:14][N:13]=1)(=O)=O.O1CCOCC1. Product: [CH3:1][N:2]1[CH2:7][CH2:6][N:5]([C:12]2[N:17]=[C:16]([Sn:18]([CH2:23][CH2:24][CH2:25][CH3:26])([CH2:27][CH2:28][CH2:29][CH3:30])[CH2:19][CH2:20][CH2:21][CH3:22])[CH:15]=[CH:14][N:13]=2)[CH2:4][CH2:3]1. The catalyst class is: 6. (2) Reactant: C(Cl)(=O)C(Cl)=O.CS(C)=O.[OH:11][CH:12]([C:14]1[O:15][C:16]2[CH:22]=[CH:21][CH:20]=[C:19]([O:23][CH3:24])[C:17]=2[N:18]=1)[CH3:13].C(N(CC)CC)C. Product: [C:12]([C:14]1[O:15][C:16]2[CH:22]=[CH:21][CH:20]=[C:19]([O:23][CH3:24])[C:17]=2[N:18]=1)(=[O:11])[CH3:13]. The catalyst class is: 46. (3) Reactant: [NH2:1][CH:2]1[CH2:7][CH2:6][CH:5]([NH:8][C:9](=[O:15])[O:10][C:11]([CH3:14])([CH3:13])[CH3:12])[CH2:4][CH2:3]1.[OH:16][CH2:17][C:18]([CH3:23])([CH3:22])[C:19](O)=[O:20].C(N(CC)CC)C.Cl.CN(C)CCCN=C=NCC.ON1C2C=CC=CC=2N=N1. Product: [OH:20][CH2:19][C:18]([CH3:23])([CH3:22])[C:17]([NH:1][CH:2]1[CH2:7][CH2:6][CH:5]([NH:8][C:9](=[O:15])[O:10][C:11]([CH3:12])([CH3:14])[CH3:13])[CH2:4][CH2:3]1)=[O:16]. The catalyst class is: 9. (4) Reactant: O[CH2:2][C:3]([CH3:10])([CH3:9])[CH2:4][CH2:5][C:6]([OH:8])=[O:7].C([O-])([O-])=O.[K+].[K+].IC.O. Product: [CH3:2][C:3]1([CH3:10])[CH2:9][O:7][C:6](=[O:8])[CH2:5][CH2:4]1. The catalyst class is: 3. (5) Reactant: [NH2:1][C:2]1[CH:11]=[CH:10][C:9]([OH:12])=[CH:8][C:3]=1[C:4]([O:6][CH3:7])=[O:5].[Cl:13][C:14]1[CH:22]=[C:21]([Cl:23])[CH:20]=[CH:19][C:15]=1[C:16](Cl)=[O:17].C(Cl)(Cl)Cl. Product: [Cl:13][C:14]1[CH:22]=[C:21]([Cl:23])[CH:20]=[CH:19][C:15]=1[C:16]([NH:1][C:2]1[CH:11]=[CH:10][C:9]([OH:12])=[CH:8][C:3]=1[C:4]([O:6][CH3:7])=[O:5])=[O:17]. The catalyst class is: 17. (6) Reactant: [Br:1][C:2]1[CH:10]=[C:9]([C:11]([F:14])([F:13])[F:12])[CH:8]=[CH:7][C:3]=1[C:4]([OH:6])=[O:5].[C:15](=O)([O-])[O-].[K+].[K+].CI.O. Product: [CH3:15][O:5][C:4](=[O:6])[C:3]1[CH:7]=[CH:8][C:9]([C:11]([F:12])([F:13])[F:14])=[CH:10][C:2]=1[Br:1]. The catalyst class is: 3.